From a dataset of Peptide-MHC class II binding affinity with 134,281 pairs from IEDB. Regression. Given a peptide amino acid sequence and an MHC pseudo amino acid sequence, predict their binding affinity value. This is MHC class II binding data. (1) The peptide sequence is GELQIVDKEDAAFKI. The MHC is DRB1_1302 with pseudo-sequence DRB1_1302. The binding affinity (normalized) is 0.606. (2) The binding affinity (normalized) is 0.571. The peptide sequence is FVRIQPGQTFSVLAC. The MHC is DRB1_0701 with pseudo-sequence DRB1_0701. (3) The peptide sequence is NPGGYVAYSKAATVT. The MHC is DRB1_1301 with pseudo-sequence DRB1_1301. The binding affinity (normalized) is 0. (4) The peptide sequence is AFKVAATNANAAPAN. The MHC is HLA-DPA10201-DPB11401 with pseudo-sequence HLA-DPA10201-DPB11401. The binding affinity (normalized) is 0.472. (5) The peptide sequence is RAYRNALSMMPEAMT. The MHC is DRB5_0101 with pseudo-sequence DRB5_0101. The binding affinity (normalized) is 0.719.